Dataset: Forward reaction prediction with 1.9M reactions from USPTO patents (1976-2016). Task: Predict the product of the given reaction. (1) Given the reactants FC(F)(F)S(O)(=O)=O.[OH:9][CH2:10][CH:11]1[O:15][C:14](=[O:16])[CH2:13][CH2:12]1.[CH2:17](OC1N=C(O[CH2:17][C:18]2[CH:23]=[CH:22][CH:21]=[CH:20][CH:19]=2)N=C(O[CH2:17][C:18]2[CH:23]=[CH:22][CH:21]=[CH:20][CH:19]=2)N=1)[C:18]1[CH:23]=[CH:22][CH:21]=[CH:20][CH:19]=1.C(=O)([O-])O.[Na+], predict the reaction product. The product is: [CH2:17]([O:9][CH2:10][CH:11]1[O:15][C:14](=[O:16])[CH2:13][CH2:12]1)[C:18]1[CH:23]=[CH:22][CH:21]=[CH:20][CH:19]=1. (2) Given the reactants [CH2:12]([Sn]([CH2:12][CH2:13][CH2:14][CH3:15])([CH2:12][CH2:13][CH2:14][CH3:15])C=C)[CH2:13][CH2:14][CH3:15].ClC1C=[CH:21][C:20]([Cl:23])=[CH:19][N:18]=1.[F-].[NH4+].C(OCC)(=O)C, predict the reaction product. The product is: [Cl:23][C:20]1[CH:21]=[CH:12][C:13]([CH:14]=[CH2:15])=[N:18][CH:19]=1. (3) Given the reactants [N:1]([C:4]1[CH:5]=[C:6]2[C:11](=[CH:12][CH:13]=1)[N:10]=[CH:9][CH:8]=[CH:7]2)=[C:2]=[S:3].[NH2:14][CH:15]([C:19]#[N:20])[C:16]([NH2:18])=[O:17], predict the reaction product. The product is: [NH2:20][C:19]1[S:3][C:2]([NH:1][C:4]2[CH:5]=[C:6]3[C:11](=[CH:12][CH:13]=2)[N:10]=[CH:9][CH:8]=[CH:7]3)=[N:14][C:15]=1[C:16]([NH2:18])=[O:17]. (4) Given the reactants C(OC(=O)[NH:7][C:8]1[CH:13]=[CH:12][C:11]([Cl:14])=[CH:10][C:9]=1[NH:15][C:16](=[O:33])[CH2:17][C:18]([C:20]1[CH:25]=[CH:24][CH:23]=[C:22]([C:26]2[CH:27]=[N:28][C:29]([CH3:32])=[CH:30][CH:31]=2)[CH:21]=1)=O)(C)(C)C.C(O)(C(F)(F)F)=O, predict the reaction product. The product is: [Cl:14][C:11]1[CH:12]=[CH:13][C:8]2[N:7]=[C:18]([C:20]3[CH:25]=[CH:24][CH:23]=[C:22]([C:26]4[CH:27]=[N:28][C:29]([CH3:32])=[CH:30][CH:31]=4)[CH:21]=3)[CH2:17][C:16](=[O:33])[NH:15][C:9]=2[CH:10]=1. (5) Given the reactants C1C=CC(P(C2C=CC=CC=2)C2C=CC=CC=2)=CC=1.CC(OC(/N=N/C(OC(C)C)=O)=O)C.[C:34]([O:38][C:39](=[O:53])[NH:40][C@@H:41]([CH2:51]O)[CH2:42][O:43][C:44]1[CH:45]=[N:46][CH:47]=[C:48]([Br:50])[CH:49]=1)([CH3:37])([CH3:36])[CH3:35], predict the reaction product. The product is: [C:34]([O:38][C:39]([N:40]1[CH2:51][C@H:41]1[CH2:42][O:43][C:44]1[CH:45]=[N:46][CH:47]=[C:48]([Br:50])[CH:49]=1)=[O:53])([CH3:37])([CH3:36])[CH3:35]. (6) Given the reactants [NH2:1][C:2]1[C:10]2[C:9]([C:11]3[CH:16]=[CH:15][C:14]([Cl:17])=[C:13]([Cl:18])[CH:12]=3)=[N:8][C:7](S(C)=O)=[N:6][C:5]=2[S:4][C:3]=1[C:22]([NH2:24])=[O:23].[NH2:25][C@@H:26]1[CH2:30][CH2:29][N:28]([C:31]([O:33][C:34]([CH3:37])([CH3:36])[CH3:35])=[O:32])[CH2:27]1, predict the reaction product. The product is: [NH2:1][C:2]1[C:10]2[C:9]([C:11]3[CH:16]=[CH:15][C:14]([Cl:17])=[C:13]([Cl:18])[CH:12]=3)=[N:8][C:7]([NH:25][C@@H:26]3[CH2:30][CH2:29][N:28]([C:31]([O:33][C:34]([CH3:37])([CH3:36])[CH3:35])=[O:32])[CH2:27]3)=[N:6][C:5]=2[S:4][C:3]=1[C:22](=[O:23])[NH2:24]. (7) Given the reactants [CH2:1]([C:5]1[CH:10]=[C:9]([C:11]2[O:15][N:14]=[C:13]([C:16]3[CH:21]=[CH:20][C:19]([CH2:22][C:23]([OH:25])=O)=[CH:18][CH:17]=3)[N:12]=2)[CH:8]=[C:7]([CH3:26])[N:6]=1)[CH:2]([CH3:4])[CH3:3].[CH2:27]([CH2:29][NH2:30])[OH:28], predict the reaction product. The product is: [OH:28][CH2:27][CH2:29][NH:30][C:23](=[O:25])[CH2:22][C:19]1[CH:20]=[CH:21][C:16]([C:13]2[N:12]=[C:11]([C:9]3[CH:8]=[C:7]([CH3:26])[N:6]=[C:5]([CH2:1][CH:2]([CH3:4])[CH3:3])[CH:10]=3)[O:15][N:14]=2)=[CH:17][CH:18]=1. (8) Given the reactants FC(F)(F)C1C=C(NC(=O)NC2C=CC(C3SC(CCC(OC)=O)=NC=3)=CC=2)C=CC=1.[NH2:32][C:33]1[CH:38]=[CH:37][C:36]([C:39]2[S:43][C:42]([CH2:44][CH2:45][CH2:46][C:47]([O:49][CH3:50])=[O:48])=[N:41][N:40]=2)=[CH:35][CH:34]=1.[F:51][C:52]1[CH:57]=[C:56]([F:58])[CH:55]=[CH:54][C:53]=1[N:59]=[C:60]=[O:61], predict the reaction product. The product is: [F:51][C:52]1[CH:57]=[C:56]([F:58])[CH:55]=[CH:54][C:53]=1[NH:59][C:60](=[O:61])[NH:32][C:33]1[CH:34]=[CH:35][C:36]([C:39]2[S:43][C:42]([CH2:44][CH2:45][CH2:46][C:47]([O:49][CH3:50])=[O:48])=[N:41][N:40]=2)=[CH:37][CH:38]=1. (9) Given the reactants C(O[C:4](=[O:21])[CH:5]([CH2:14][C:15]1[CH:20]=[CH:19][CH:18]=[CH:17][CH:16]=1)[C:6](=O)[C:7]1[CH:12]=[CH:11][CH:10]=[CH:9][CH:8]=1)C.[NH:22]([C:24]1[CH:29]=[CH:28][CH:27]=[CH:26][N:25]=1)[NH2:23], predict the reaction product. The product is: [N:25]1[CH:26]=[CH:27][CH:28]=[CH:29][C:24]=1[N:22]1[C:4]([OH:21])=[C:5]([CH2:14][C:15]2[CH:16]=[CH:17][CH:18]=[CH:19][CH:20]=2)[C:6]([C:7]2[CH:8]=[CH:9][CH:10]=[CH:11][CH:12]=2)=[N:23]1.